The task is: Predict which catalyst facilitates the given reaction.. This data is from Catalyst prediction with 721,799 reactions and 888 catalyst types from USPTO. (1) Reactant: [Br:1][C:2]1[C:3]([CH3:11])=[C:4]([CH:8]=[CH:9][CH:10]=1)[C:5]([OH:7])=[O:6].[CH2:12](N(CC)CC)C. Product: [Br:1][C:2]1[C:3]([CH3:11])=[C:4]([CH:8]=[CH:9][CH:10]=1)[C:5]([O:7][CH3:12])=[O:6]. The catalyst class is: 309. (2) Reactant: C(OC([N:8]1[CH2:13][CH2:12][C:11](=[CH:14][C:15]2[CH:20]=[CH:19][CH:18]=[C:17]([O:21][C:22]3[CH:27]=[C:26]([CH3:28])[CH:25]=[CH:24][N:23]=3)[CH:16]=2)[CH2:10][CH2:9]1)=O)(C)(C)C.[ClH:29].O1CCOCC1. Product: [ClH:29].[CH3:28][C:26]1[CH:25]=[CH:24][N:23]=[C:22]([O:21][C:17]2[CH:18]=[CH:19][CH:20]=[C:15]([CH:14]=[C:11]3[CH2:12][CH2:13][NH:8][CH2:9][CH2:10]3)[CH:16]=2)[CH:27]=1. The catalyst class is: 2. (3) Product: [Cl:1][C:2]1[CH:3]=[C:4]2[C:9](=[CH:10][CH:11]=1)[CH:8]=[C:7]([S:12]([N:15]1[CH2:20][CH2:19][N:18]([C:21]([C:23]3[S:24][C:25]4[CH2:26][NH:27][CH:28]([CH3:32])[CH2:29][C:30]=4[N:31]=3)=[O:22])[CH:17]([C:33]([OH:35])=[O:34])[CH2:16]1)(=[O:14])=[O:13])[CH:6]=[CH:5]2. Reactant: [Cl:1][C:2]1[CH:3]=[C:4]2[C:9](=[CH:10][CH:11]=1)[CH:8]=[C:7]([S:12]([N:15]1[CH2:20][CH2:19][N:18]([C:21]([C:23]3[S:24][C:25]4[CH2:26][NH:27][CH:28]([CH3:32])[CH2:29][C:30]=4[N:31]=3)=[O:22])[CH:17]([C:33]([O:35]CC)=[O:34])[CH2:16]1)(=[O:14])=[O:13])[CH:6]=[CH:5]2.C(O)C.[OH-].[Na+].O. The catalyst class is: 7. (4) Reactant: [NH2:1][C:2]1[CH:3]=[N:4][CH:5]=[CH:6][CH:7]=1.C([Li])CCC.[CH3:13][S:14][C:15](SC)=[C:16]([C:21]#[N:22])[C:17]([O:19][CH3:20])=[O:18]. Product: [C:21]([C:16](=[C:15]([S:14][CH3:13])[NH:1][C:2]1[CH:3]=[N:4][CH:5]=[CH:6][CH:7]=1)[C:17]([O:19][CH3:20])=[O:18])#[N:22]. The catalyst class is: 134. (5) Reactant: [CH2:1]([C:5]1[CH:21]=[N:20][CH:19]=[C:18](F)[C:6]=1[C:7]([NH:9][C:10](=[NH:17])[C:11]1[CH:16]=[CH:15][N:14]=[CH:13][CH:12]=1)=[O:8])[CH2:2][CH2:3][CH3:4]. Product: [CH2:1]([C:5]1[C:6]2[C:7](=[O:8])[NH:9][C:10]([C:11]3[CH:16]=[CH:15][N:14]=[CH:13][CH:12]=3)=[N:17][C:18]=2[CH:19]=[N:20][CH:21]=1)[CH2:2][CH2:3][CH3:4]. The catalyst class is: 44. (6) Reactant: [C:1]([C:5]1[CH:6]=[C:7]([OH:11])[CH:8]=[CH:9][CH:10]=1)([CH3:4])([CH3:3])[CH3:2].C(N(CC)CC)C.[CH2:19]([S:21](Cl)(=[O:23])=[O:22])[CH3:20]. Product: [CH2:19]([S:21]([O:11][C:7]1[CH:8]=[CH:9][CH:10]=[C:5]([C:1]([CH3:4])([CH3:2])[CH3:3])[CH:6]=1)(=[O:23])=[O:22])[CH3:20]. The catalyst class is: 93. (7) Reactant: [CH3:1][C:2]1[CH:7]=[C:6]([CH3:8])[NH:5][C:4](=[O:9])[C:3]=1[CH2:10][NH:11][C:12]([C:14]1[C:15]([CH3:48])=[C:16]([N:33]([CH3:47])[CH:34]2[CH2:39][CH2:38][N:37](C(OC(C)(C)C)=O)[CH2:36][CH2:35]2)[CH:17]=[C:18]([C:20]2[CH:25]=[CH:24][C:23]([CH2:26][N:27]3[CH2:32][CH2:31][O:30][CH2:29][CH2:28]3)=[CH:22][CH:21]=2)[CH:19]=1)=[O:13].C(O)(C(F)(F)F)=O. Product: [CH3:1][C:2]1[CH:7]=[C:6]([CH3:8])[NH:5][C:4](=[O:9])[C:3]=1[CH2:10][NH:11][C:12]([C:14]1[CH:19]=[C:18]([C:20]2[CH:25]=[CH:24][C:23]([CH2:26][N:27]3[CH2:28][CH2:29][O:30][CH2:31][CH2:32]3)=[CH:22][CH:21]=2)[CH:17]=[C:16]([N:33]([CH3:47])[CH:34]2[CH2:39][CH2:38][NH:37][CH2:36][CH2:35]2)[C:15]=1[CH3:48])=[O:13]. The catalyst class is: 2.